This data is from Forward reaction prediction with 1.9M reactions from USPTO patents (1976-2016). The task is: Predict the product of the given reaction. (1) Given the reactants C([O:3][P:4]([C:9]1[CH:14]=[CH:13][CH:12]=[CH:11][C:10]=1[NH2:15])(=[O:8])[O:5]CC)C.[ClH:16], predict the reaction product. The product is: [ClH:16].[NH2:15][C:10]1[CH:11]=[CH:12][CH:13]=[CH:14][C:9]=1[P:4](=[O:3])([OH:8])[OH:5]. (2) Given the reactants [CH3:1][O:2][C:3](=[O:33])[CH2:4][C:5]1[CH:10]=[CH:9][CH:8]=[C:7]([O:11][C:12]2[CH:17]=[CH:16][C:15]([C:18]([F:21])([F:20])[F:19])=[CH:14][C:13]=2[CH2:22][NH:23][CH:24]2[CH2:32][C:31]3[C:26](=[CH:27][CH:28]=[CH:29][CH:30]=3)[CH2:25]2)[CH:6]=1.Cl[C:35]([O:37][CH3:38])=[O:36], predict the reaction product. The product is: [CH3:1][O:2][C:3](=[O:33])[CH2:4][C:5]1[CH:10]=[CH:9][CH:8]=[C:7]([O:11][C:12]2[CH:17]=[CH:16][C:15]([C:18]([F:21])([F:19])[F:20])=[CH:14][C:13]=2[CH2:22][N:23]([CH:24]2[CH2:32][C:31]3[C:26](=[CH:27][CH:28]=[CH:29][CH:30]=3)[CH2:25]2)[C:35]([O:37][CH3:38])=[O:36])[CH:6]=1. (3) Given the reactants [CH2:1]([O:3][NH:4][CH:5]([CH3:16])[CH2:6][C:7]1[C:12]([Cl:13])=[CH:11][C:10]([Cl:14])=[CH:9][C:8]=1[Cl:15])[CH3:2].C(N(CC)CC)C.[F:24][CH:25]([F:35])[C:26]1[C:30]([C:31](Cl)=[O:32])=[CH:29][N:28]([CH3:34])[N:27]=1, predict the reaction product. The product is: [CH2:1]([O:3][N:4]([CH:5]([CH3:16])[CH2:6][C:7]1[C:8]([Cl:15])=[CH:9][C:10]([Cl:14])=[CH:11][C:12]=1[Cl:13])[C:31]([C:30]1[C:26]([CH:25]([F:35])[F:24])=[N:27][N:28]([CH3:34])[CH:29]=1)=[O:32])[CH3:2]. (4) The product is: [Br:35][C:23]1[CH:24]=[C:25]([C:27](=[O:29])[CH3:28])[S:26][C:22]=1[CH2:20][CH3:21]. Given the reactants Cl[Sn](Cl)(Cl)Cl.C(C1SC=CC=1)C.C(Cl)(=O)C.Cl.[OH-].[Na+].[CH2:20]([C:22]1[S:26][C:25]([C:27](=[O:29])[CH3:28])=[CH:24][CH:23]=1)[CH3:21].C([O-])(=O)C.[Na+].[Br:35]Br, predict the reaction product. (5) The product is: [Br:38][C:9]1[N:10]=[CH:11][C:12]([N:14]2[CH2:15][CH2:16][CH:17]([N:20]3[C:28](=[O:29])[C:27]4[C:22](=[CH:23][CH:24]=[CH:25][CH:26]=4)[C:21]3=[O:30])[CH2:18][CH2:19]2)=[N:13][C:8]=1[C:7]1[CH:6]=[CH:5][N:4]=[CH:3][C:2]=1[Cl:1]. Given the reactants [Cl:1][C:2]1[CH:3]=[N:4][CH:5]=[CH:6][C:7]=1[C:8]1[N:13]=[C:12]([N:14]2[CH2:19][CH2:18][CH:17]([N:20]3[C:28](=[O:29])[C:27]4[C:22](=[CH:23][CH:24]=[CH:25][CH:26]=4)[C:21]3=[O:30])[CH2:16][CH2:15]2)[CH:11]=[N:10][CH:9]=1.C1C(=O)N([Br:38])C(=O)C1, predict the reaction product. (6) Given the reactants BrC1C([C@H](NC(=O)CN2C3CCCCC=3C(C(F)(F)F)=N2)CC2C=C(F)C=C(F)C=2)=NC(NCCOC)=NC=1.[CH:40]1([CH2:43][NH2:44])[CH2:42][CH2:41]1.[Br:45][C:46]1[C:47]([C@@H:56]([NH:66][C:67](=[O:85])[CH2:68][N:69]2[C:77]3[C:76]([F:79])([F:78])[CH2:75][CH2:74][C:73]([F:81])([F:80])[C:72]=3[C:71]([CH:82]([F:84])[F:83])=[N:70]2)[CH2:57][C:58]2[CH:63]=[C:62]([F:64])[CH:61]=[C:60]([F:65])[CH:59]=2)=[N:48][C:49](S(C)(=O)=O)=[N:50][CH:51]=1, predict the reaction product. The product is: [Br:45][C:46]1[C:47]([C@@H:56]([NH:66][C:67](=[O:85])[CH2:68][N:69]2[C:77]3[C:76]([F:78])([F:79])[CH2:75][CH2:74][C:73]([F:80])([F:81])[C:72]=3[C:71]([CH:82]([F:84])[F:83])=[N:70]2)[CH2:57][C:58]2[CH:59]=[C:60]([F:65])[CH:61]=[C:62]([F:64])[CH:63]=2)=[N:48][C:49]([NH:44][CH2:43][CH:40]2[CH2:42][CH2:41]2)=[N:50][CH:51]=1.